Dataset: Full USPTO retrosynthesis dataset with 1.9M reactions from patents (1976-2016). Task: Predict the reactants needed to synthesize the given product. (1) Given the product [NH:11]1[CH2:12][CH:9]([N:4]2[CH2:5][CH2:6][N:7]([CH3:8])[C@@H:2]([CH3:1])[CH2:3]2)[CH2:10]1, predict the reactants needed to synthesize it. The reactants are: [CH3:1][C@@H:2]1[N:7]([CH3:8])[CH2:6][CH2:5][N:4]([CH:9]2[CH2:12][N:11](C(OCC3C=CC=CC=3)=O)[CH2:10]2)[CH2:3]1. (2) The reactants are: Br[C:2]1[CH:7]=[CH:6][CH:5]=[CH:4][CH:3]=1.C([O-])([O-])=O.[K+].[K+].[C:14]1(B(O)O)[CH:19]=[CH:18][CH:17]=[CH:16][CH:15]=1.O. Given the product [C:2]1([C:14]2[CH:19]=[CH:18][CH:17]=[CH:16][CH:15]=2)[CH:7]=[CH:6][CH:5]=[CH:4][CH:3]=1, predict the reactants needed to synthesize it. (3) Given the product [CH3:26][C:25]1[S:27][C:3]2[CH2:4][CH2:5][C:6]3[C:11](=[N:10][C:9]([NH:12][C:13]4[CH:14]=[C:15]([S:19]([NH2:22])(=[O:21])=[O:20])[CH:16]=[CH:17][CH:18]=4)=[N:8][CH:7]=3)[C:2]=2[N:28]=1, predict the reactants needed to synthesize it. The reactants are: O[C:2]1[C:11]2[N:10]=[C:9]([NH:12][C:13]3[CH:14]=[C:15]([S:19]([NH2:22])(=[O:21])=[O:20])[CH:16]=[CH:17][CH:18]=3)[N:8]=[CH:7][C:6]=2[CH2:5][CH2:4][CH:3]=1.BrBr.[C:25]([NH2:28])(=[S:27])[CH3:26]. (4) Given the product [ClH:1].[NH2:22][CH2:21][C:20]1[CH:19]=[CH:18][C:17]([C:15]([NH:14][CH2:13][CH2:12][O:11][CH2:10][CH2:9][O:8][CH2:7][CH2:6][CH2:5][CH2:4][CH2:3][CH2:2][Cl:1])=[O:16])=[CH:31][CH:30]=1, predict the reactants needed to synthesize it. The reactants are: [Cl:1][CH2:2][CH2:3][CH2:4][CH2:5][CH2:6][CH2:7][O:8][CH2:9][CH2:10][O:11][CH2:12][CH2:13][NH:14][C:15]([C:17]1[CH:31]=[CH:30][C:20]([CH2:21][NH:22]C(=O)OCCCC)=[CH:19][CH:18]=1)=[O:16].Cl.O1CCOCC1. (5) Given the product [NH2:41][C:17]1[C:18]([NH:19][CH:20]2[CH2:28][CH:27]3[CH:23]([CH2:24][C:25](=[O:40])[N:26]3[CH2:29][C:30]3[CH:35]=[CH:34][C:33]([O:36][CH3:37])=[CH:32][C:31]=3[O:38][CH3:39])[CH2:22][CH2:21]2)=[C:13]2[CH:12]=[CH:11][N:10]([S:7]([C:1]3[CH:6]=[CH:5][CH:4]=[CH:3][CH:2]=3)(=[O:8])=[O:9])[C:14]2=[N:15][CH:16]=1, predict the reactants needed to synthesize it. The reactants are: [C:1]1([S:7]([N:10]2[C:14]3=[N:15][CH:16]=[C:17]([N+:41]([O-])=O)[C:18]([NH:19][CH:20]4[CH2:28][CH:27]5[CH:23]([CH2:24][C:25](=[O:40])[N:26]5[CH2:29][C:30]5[CH:35]=[CH:34][C:33]([O:36][CH3:37])=[CH:32][C:31]=5[O:38][CH3:39])[CH2:22][CH2:21]4)=[C:13]3[CH:12]=[CH:11]2)(=[O:9])=[O:8])[CH:6]=[CH:5][CH:4]=[CH:3][CH:2]=1.[Cl-].[NH4+].O. (6) The reactants are: [CH3:1][O:2][C:3]1[CH:11]=[CH:10][C:6]([C:7]([OH:9])=O)=[CH:5][C:4]=1[O:12][S:13]([CH3:16])(=[O:15])=[O:14].CN(C(ON1N=NC2C=CC=NC1=2)=[N+](C)C)C.F[P-](F)(F)(F)(F)F.CN1CCOCC1.[SH:48][CH2:49][C:50]([OH:52])=[O:51]. Given the product [CH3:1][O:2][C:3]1[CH:11]=[CH:10][C:6]([C:7]([S:48][CH2:49][C:50]([OH:52])=[O:51])=[O:9])=[CH:5][C:4]=1[O:12][S:13]([CH3:16])(=[O:15])=[O:14], predict the reactants needed to synthesize it. (7) Given the product [Br:15][C:16]1[CH:21]=[CH:20][C:19]([C:9]2[CH:8]=[CH:7][C:6]([CH2:1][CH2:2][CH2:3][CH2:4][CH3:5])=[CH:11][CH:10]=2)=[C:18]([F:23])[CH:17]=1, predict the reactants needed to synthesize it. The reactants are: [CH2:1]([C:6]1[CH:11]=[CH:10][C:9](B(O)O)=[CH:8][CH:7]=1)[CH2:2][CH2:3][CH2:4][CH3:5].[Br:15][C:16]1[CH:21]=[CH:20][C:19](I)=[C:18]([F:23])[CH:17]=1.C(=O)([O-])[O-].[K+].[K+].C1(C)C=CC=CC=1. (8) Given the product [OH:19][C:16]1[CH:17]=[C:18]2[C:13](=[CH:14][CH:15]=1)[NH:12][CH:11]=[C:10]2[CH2:9][C@H:8]([NH:20][C:21]([C:23]1[CH:42]=[CH:41][C:26]2[N:27]([CH:35]3[CH2:36][CH2:37][CH2:38][CH2:39][CH2:40]3)[C:28]([C:30]3[CH:34]=[CH:33][O:32][CH:31]=3)=[N:29][C:25]=2[CH:24]=1)=[O:22])[C:6](=[O:7])[NH:5][CH2:4][CH2:3][N:2]1[CH2:1][CH2:46][CH2:45][CH2:43]1, predict the reactants needed to synthesize it. The reactants are: [CH3:1][N:2]([CH3:43])[CH2:3][CH2:4][NH:5][C:6]([C@@H:8]([NH:20][C:21]([C:23]1[CH:42]=[CH:41][C:26]2[N:27]([CH:35]3[CH2:40][CH2:39][CH2:38][CH2:37][CH2:36]3)[C:28]([C:30]3[CH:34]=[CH:33][O:32][CH:31]=3)=[N:29][C:25]=2[CH:24]=1)=[O:22])[CH2:9][C:10]1[C:18]2[C:13](=[CH:14][CH:15]=[C:16]([OH:19])[CH:17]=2)[NH:12][CH:11]=1)=[O:7].N[CH2:45][CH2:46]N1CCCC1. (9) Given the product [F:44][C:21]([F:20])([F:43])[C:22]1[CH:23]=[CH:24][CH:25]=[C:26]2[C:30]=1[N:29]([CH2:2][C:3]1[O:7][C:6]([C:8]([F:11])([F:10])[F:9])=[CH:5][CH:4]=1)[C:28](=[O:31])[C:27]12[C:35]2=[CH:36][C:37]3[O:41][CH2:40][O:39][C:38]=3[CH:42]=[C:34]2[O:33][CH2:32]1, predict the reactants needed to synthesize it. The reactants are: Br[CH2:2][C:3]1[O:7][C:6]([C:8]([F:11])([F:10])[F:9])=[CH:5][CH:4]=1.BrCC1CCCCO1.[F:20][C:21]([F:44])([F:43])[C:22]1[CH:23]=[CH:24][CH:25]=[C:26]2[C:30]=1[NH:29][C:28](=[O:31])[C:27]12[C:35]2=[CH:36][C:37]3[O:41][CH2:40][O:39][C:38]=3[CH:42]=[C:34]2[O:33][CH2:32]1.